From a dataset of Reaction yield outcomes from USPTO patents with 853,638 reactions. Predict the reaction yield, written as a fraction of the theoretical maximum amount of product (1.0 means a 100% yield; for example, 0.34 means a 34% yield). (1) The reactants are [OH:1][C:2]1[C:3]([C:18]([NH:20][CH2:21][C:22]([O:24]CC)=[O:23])=[O:19])=[C:4]2[C:9](=[CH:10][C:11]=1[C:12]1[S:13][C:14]([CH3:17])=[CH:15][N:16]=1)[N:8]=[CH:7][CH:6]=[N:5]2.[OH-].[Na+]. The catalyst is C(O)C. The product is [OH:1][C:2]1[C:3]([C:18]([NH:20][CH2:21][C:22]([OH:24])=[O:23])=[O:19])=[C:4]2[C:9](=[CH:10][C:11]=1[C:12]1[S:13][C:14]([CH3:17])=[CH:15][N:16]=1)[N:8]=[CH:7][CH:6]=[N:5]2. The yield is 0.760. (2) The reactants are Cl[C:2]1[C:7]2[N:8]=[C:9]([S:12][CH3:13])[N:10]=[CH:11][C:6]=2[CH:5]=[C:4]([CH3:14])[N:3]=1.[CH3:15][O:16][C:17]([CH3:21])([CH3:20])[CH2:18][NH2:19].C(N(CC)CC)C. The catalyst is CN1C(=O)CCC1.CCOC(C)=O. The product is [CH3:15][O:16][C:17]([CH3:21])([CH3:20])[CH2:18][NH:19][C:2]1[C:7]2[N:8]=[C:9]([S:12][CH3:13])[N:10]=[CH:11][C:6]=2[CH:5]=[C:4]([CH3:14])[N:3]=1. The yield is 0.610. (3) The reactants are [CH:1](=[N:8]/[C:9]1[CH:17]=[C:16]([Cl:18])[CH:15]=[C:14]2[C:10]=1[CH2:11][O:12][C:13]2=[O:19])\[C:2]1[CH:7]=[CH:6][CH:5]=[CH:4][CH:3]=1.[CH3:20][N:21]1[CH:25]=[CH:24][N:23]=[C:22]1[CH:26]=O.[O-:28][CH2:29][CH3:30].[Na+]. The catalyst is C(OCC)(=O)CC. The product is [Cl:18][C:16]1[CH:15]=[C:14]([C:13]([O:12][CH2:11][CH3:10])=[O:19])[C:30]2[C:29](=[O:28])[CH:26]([C:22]3[N:21]([CH3:20])[CH:25]=[CH:24][N:23]=3)[CH:1]([C:2]3[CH:3]=[CH:4][CH:5]=[CH:6][CH:7]=3)[NH:8][C:9]=2[CH:17]=1. The yield is 0.150.